Dataset: Forward reaction prediction with 1.9M reactions from USPTO patents (1976-2016). Task: Predict the product of the given reaction. (1) Given the reactants [Cl:1][C:2]1[CH:7]=[CH:6][C:5]([N+:8]([O-])=O)=[CH:4][C:3]=1[CH2:11][C:12]#[N:13], predict the reaction product. The product is: [NH2:8][C:5]1[CH:6]=[CH:7][C:2]([Cl:1])=[C:3]([CH2:11][C:12]#[N:13])[CH:4]=1. (2) The product is: [NH2:4][C:5]1[CH:6]=[C:7]([Cl:21])[C:8]([O:9][CH2:10][CH2:11][CH2:12][CH2:13][CH2:14][C:15]([OH:17])=[O:16])=[C:18]([Cl:20])[CH:19]=1. Given the reactants C([NH:4][C:5]1[CH:19]=[C:18]([Cl:20])[C:8]([O:9][CH2:10][CH2:11][CH2:12][CH2:13][CH2:14][C:15]([OH:17])=[O:16])=[C:7]([Cl:21])[CH:6]=1)(=O)C.[OH-].[K+], predict the reaction product.